This data is from Forward reaction prediction with 1.9M reactions from USPTO patents (1976-2016). The task is: Predict the product of the given reaction. (1) Given the reactants [CH3:1][N:2](C)CCCN=C=NCC.[F:12][C:13]([F:25])([F:24])[C:14]1[CH:15]=[C:16]([CH2:20][C:21](O)=[O:22])[CH:17]=[CH:18][CH:19]=1.OS1C2C=CC=CC=2N=C1.CN.C(O)C, predict the reaction product. The product is: [CH3:1][NH:2][C:21](=[O:22])[CH2:20][C:16]1[CH:17]=[CH:18][CH:19]=[C:14]([C:13]([F:25])([F:24])[F:12])[CH:15]=1. (2) Given the reactants [CH:1]1([O:6][C:7]2[C:12]3[O:13][C:14]4[CH:19]=[CH:18][CH:17]=[CH:16][C:15]=4[C:11]=3[CH:10]=[CH:9][CH:8]=2)[CH2:5][CH2:4][CH2:3][CH2:2]1.Cl[CH:21]([O:23]C)Cl.[Sn](Cl)(Cl)(Cl)Cl.[K+].[Br-], predict the reaction product. The product is: [CH:1]1([O:6][C:7]2[C:12]3[O:13][C:14]4[CH:19]=[CH:18][CH:17]=[CH:16][C:15]=4[C:11]=3[C:10]([CH:21]=[O:23])=[CH:9][CH:8]=2)[CH2:2][CH2:3][CH2:4][CH2:5]1. (3) Given the reactants [C:1]([C:3]1[CH:4]=[C:5]([CH2:9][C:10]([O:12][CH2:13][CH3:14])=[O:11])[CH:6]=[CH:7][CH:8]=1)#[N:2].C(O[CH:18](OCC)[N:19]([CH3:21])[CH3:20])C, predict the reaction product. The product is: [C:1]([C:3]1[CH:4]=[C:5]([C:9](=[CH:18][N:19]([CH3:21])[CH3:20])[C:10]([O:12][CH2:13][CH3:14])=[O:11])[CH:6]=[CH:7][CH:8]=1)#[N:2].